From a dataset of Forward reaction prediction with 1.9M reactions from USPTO patents (1976-2016). Predict the product of the given reaction. (1) Given the reactants [NH2:1][C:2]1[CH:9]=[C:8]([Br:10])[CH:7]=[C:6]([F:11])[C:3]=1[C:4]#[N:5].CO[CH:14](OC)[N:15]([CH3:17])[CH3:16], predict the reaction product. The product is: [Br:10][C:8]1[CH:7]=[C:6]([F:11])[C:3]([C:4]#[N:5])=[C:2]([N:1]=[CH:14][N:15]([CH3:17])[CH3:16])[CH:9]=1. (2) Given the reactants C([O:9][CH2:10][CH2:11][CH2:12][CH2:13][N:14]1[CH:18]=[C:17]([C:19](=[O:33])[NH:20][CH2:21][C:22]2[CH:27]=[CH:26][CH:25]=[C:24]([O:28][C:29]([F:32])([F:31])[F:30])[CH:23]=2)[N:16]=[N:15]1)(=O)C1C=CC=CC=1.O[Li].O, predict the reaction product. The product is: [OH:9][CH2:10][CH2:11][CH2:12][CH2:13][N:14]1[CH:18]=[C:17]([C:19]([NH:20][CH2:21][C:22]2[CH:27]=[CH:26][CH:25]=[C:24]([O:28][C:29]([F:30])([F:31])[F:32])[CH:23]=2)=[O:33])[N:16]=[N:15]1.